From a dataset of Full USPTO retrosynthesis dataset with 1.9M reactions from patents (1976-2016). Predict the reactants needed to synthesize the given product. Given the product [CH2:1]([S:4][C:5]1[N:9]([CH2:10][C:11]2[CH:12]=[CH:13][C:14]([C:17]3[CH:22]=[CH:21][CH:20]=[CH:19][C:18]=3[C:23]3[NH:27][N:26]=[N:25][N:24]=3)=[CH:15][CH:16]=2)[C:8]2[C:28]([C:32]([OH:34])=[O:33])=[CH:29][CH:30]=[CH:31][C:7]=2[N:6]=1)[CH2:2][CH3:3], predict the reactants needed to synthesize it. The reactants are: [CH2:1]([S:4][C:5]1[N:9]([CH2:10][C:11]2[CH:16]=[CH:15][C:14]([C:17]3[CH:22]=[CH:21][CH:20]=[CH:19][C:18]=3[C:23]3[NH:27][N:26]=[N:25][N:24]=3)=[CH:13][CH:12]=2)[C:8]2[C:28]([C:32]([O:34]CC)=[O:33])=[CH:29][CH:30]=[CH:31][C:7]=2[N:6]=1)[CH2:2][CH3:3].[OH-].[Na+].